This data is from Catalyst prediction with 721,799 reactions and 888 catalyst types from USPTO. The task is: Predict which catalyst facilitates the given reaction. Reactant: [H-].COCCO[Al+]OCCOC.[Na+].[H-].[Cl:15][C:16]1[CH:17]=[C:18]([NH:33][C:34]2[C:35]3[N:42]([CH2:43][C:44]#[C:45][CH2:46][OH:47])[CH:41]=[CH:40][C:36]=3[N:37]=[CH:38][N:39]=2)[CH:19]=[CH:20][C:21]=1[O:22][C:23]1[CH:28]=[CH:27][CH:26]=[C:25]([C:29]([F:32])([F:31])[F:30])[CH:24]=1.C(=O)([O-])[O-].[K+].[K+]. Product: [Cl:15][C:16]1[CH:17]=[C:18]([NH:33][C:34]2[C:35]3[N:42]([CH2:43]/[CH:44]=[CH:45]/[CH2:46][OH:47])[CH:41]=[CH:40][C:36]=3[N:37]=[CH:38][N:39]=2)[CH:19]=[CH:20][C:21]=1[O:22][C:23]1[CH:28]=[CH:27][CH:26]=[C:25]([C:29]([F:32])([F:31])[F:30])[CH:24]=1. The catalyst class is: 359.